This data is from Reaction yield outcomes from USPTO patents with 853,638 reactions. The task is: Predict the reaction yield, written as a fraction of the theoretical maximum amount of product (1.0 means a 100% yield; for example, 0.34 means a 34% yield). (1) The reactants are [CH3:1][O:2][C:3]1[CH:4]=[C:5]([CH3:13])[C:6]2[CH2:10][CH:9]([C:11]#N)[C:7]=2[CH:8]=1.[OH-:14].[K+].[OH2:16]. The catalyst is C(O)C. The product is [CH3:1][O:2][C:3]1[CH:4]=[C:5]([CH3:13])[C:6]2[CH2:10][CH:9]([C:11]([OH:16])=[O:14])[C:7]=2[CH:8]=1. The yield is 0.930. (2) The reactants are [CH3:1][C:2]1[C:8]([CH3:9])=[CH:7][C:5]([NH2:6])=[C:4]([N+:10]([O-:12])=[O:11])[CH:3]=1.O[CH2:14][CH:15]([CH2:17]O)O.[Na+].[N+](C1C=C(S([O-])(=O)=O)C=CC=1)([O-])=O.OS(O)(=O)=O.O. No catalyst specified. The product is [CH3:9][C:8]1[C:2]([CH3:1])=[CH:3][C:4]([N+:10]([O-:12])=[O:11])=[C:5]2[C:7]=1[CH:14]=[CH:15][CH:17]=[N:6]2. The yield is 0.160. (3) The product is [C:61]([O:60][C:58]([N:54]1[CH2:55][CH2:56][CH2:57][C@H:53]1[C:43]1[N:44]([CH2:45][O:46][CH2:47][CH2:48][Si:49]([CH3:52])([CH3:51])[CH3:50])[C:40]([C:37]2[CH:36]=[N:35][C:34]([C:9]3[CH:10]=[CH:11][C:12]([C:15]4[NH:19][C:18]([C@@H:20]5[CH2:24][CH2:23][CH2:22][N:21]5[C:25]([O:27][C:28]([CH3:31])([CH3:30])[CH3:29])=[O:26])=[N:17][CH:16]=4)=[CH:13][CH:14]=3)=[N:39][CH:38]=2)=[CH:41][N:42]=1)=[O:59])([CH3:64])([CH3:63])[CH3:62]. The catalyst is C(OCC)(=O)C.O. The yield is 0.980. The reactants are CC1(C)C(C)(C)OB([C:9]2[CH:14]=[CH:13][C:12]([C:15]3[NH:19][C:18]([C@@H:20]4[CH2:24][CH2:23][CH2:22][N:21]4[C:25]([O:27][C:28]([CH3:31])([CH3:30])[CH3:29])=[O:26])=[N:17][CH:16]=3)=[CH:11][CH:10]=2)O1.Cl[C:34]1[N:39]=[CH:38][C:37]([C:40]2[N:44]([CH2:45][O:46][CH2:47][CH2:48][Si:49]([CH3:52])([CH3:51])[CH3:50])[C:43]([C@@H:53]3[CH2:57][CH2:56][CH2:55][N:54]3[C:58]([O:60][C:61]([CH3:64])([CH3:63])[CH3:62])=[O:59])=[N:42][CH:41]=2)=[CH:36][N:35]=1.C([O-])(O)=O.[Na+].COCCOC.